Predict the product of the given reaction. From a dataset of Forward reaction prediction with 1.9M reactions from USPTO patents (1976-2016). (1) The product is: [NH:8]1[C:12]2([CH2:16][CH2:15][NH:14][CH2:13]2)[CH2:11][CH2:10][CH2:9]1. Given the reactants C([N:8]1[C:12]2([CH2:16][CH2:15][N:14]([C@H](C)C3C=CC=CC=3)[CH2:13]2)[CH2:11][CH2:10][CH2:9]1)C1C=CC=CC=1, predict the reaction product. (2) Given the reactants [O:1]1[CH2:6][CH2:5][CH2:4][CH2:3][CH:2]1[N:7]1[CH:11]=[C:10](B2OC(C)(C)C(C)(C)O2)[CH:9]=[N:8]1.Br[C:22]1[CH:23]=[C:24]2[C:29](=[CH:30][CH:31]=1)[N:28]([CH2:32][CH:33]1[CH2:38][CH2:37][N:36]([C:39]([O:41][CH2:42][C:43]3[CH:48]=[CH:47][CH:46]=[CH:45][CH:44]=3)=[O:40])[CH2:35][CH2:34]1)[CH2:27][CH2:26][CH2:25]2.C(=O)([O-])[O-].[K+].[K+].ClCCl, predict the reaction product. The product is: [O:1]1[CH2:6][CH2:5][CH2:4][CH2:3][CH:2]1[N:7]1[CH:11]=[C:10]([C:22]2[CH:23]=[C:24]3[C:29](=[CH:30][CH:31]=2)[N:28]([CH2:32][CH:33]2[CH2:38][CH2:37][N:36]([C:39]([O:41][CH2:42][C:43]4[CH:48]=[CH:47][CH:46]=[CH:45][CH:44]=4)=[O:40])[CH2:35][CH2:34]2)[CH2:27][CH2:26][CH2:25]3)[CH:9]=[N:8]1. (3) Given the reactants Cl[C:2]1[N:3]=[C:4]([NH:21][C:22]2[CH:27]=[CH:26][CH:25]=[C:24]([S:28]([NH2:31])(=[O:30])=[O:29])[CH:23]=2)[C:5]2[CH:10]=[CH:9][N:8]([S:11]([C:14]3[CH:20]=[CH:19][C:17]([CH3:18])=[CH:16][CH:15]=3)(=[O:13])=[O:12])[C:6]=2[N:7]=1.[NH2:32][C:33]1[CH:38]=[CH:37][C:36]([N:39]([CH3:43])[C:40](=[O:42])[CH3:41])=[CH:35][CH:34]=1.C[Si](Cl)(C)C, predict the reaction product. The product is: [NH2:31][S:28]([C:24]1[CH:23]=[C:22]([NH:21][C:4]2[C:5]3[CH:10]=[CH:9][N:8]([S:11]([C:14]4[CH:20]=[CH:19][C:17]([CH3:18])=[CH:16][CH:15]=4)(=[O:13])=[O:12])[C:6]=3[N:7]=[C:2]([NH:32][C:33]3[CH:34]=[CH:35][C:36]([N:39]([CH3:43])[C:40](=[O:42])[CH3:41])=[CH:37][CH:38]=3)[N:3]=2)[CH:27]=[CH:26][CH:25]=1)(=[O:30])=[O:29]. (4) Given the reactants [H-].[Na+].[CH2:3]([O:5][CH2:6][C@H:7]([OH:12])[C:8]([O:10][CH3:11])=[O:9])[CH3:4].Cl[C:14]1[N:19]=[CH:18][N:17]=[C:16]2[N:20]([C:23]3[C:28]([C:29]([F:32])([F:31])[F:30])=[CH:27][C:26]([Cl:33])=[CH:25][N:24]=3)[N:21]=[CH:22][C:15]=12, predict the reaction product. The product is: [Cl:33][C:26]1[CH:27]=[C:28]([C:29]([F:32])([F:30])[F:31])[C:23]([N:20]2[C:16]3[N:17]=[CH:18][N:19]=[C:14]([O:12][C@@H:7]([CH2:6][O:5][CH2:3][CH3:4])[C:8]([O:10][CH3:11])=[O:9])[C:15]=3[CH:22]=[N:21]2)=[N:24][CH:25]=1. (5) Given the reactants C(C1N=C([N:9]([C:38]2[S:39][CH:40]=[C:41]([C:43](=[O:46])[CH2:44][CH3:45])[N:42]=2)[C:10](=[O:37])[C@@H:11]([N:20]2[C:24](=[O:25])[C@@H:23]([C:26]3[CH:35]=[CH:34][C:29]4[O:30][CH2:31][CH2:32][O:33][C:28]=4[CH:27]=3)[NH:22][C:21]2=[O:36])[C@H:12]([C:14]2[CH:19]=[CH:18][CH:17]=[CH:16][CH:15]=2)[CH3:13])SC=1)(=O)C.CO.[BH4-].[Na+].P([O-])([O-])(O)=O.[K+].[K+], predict the reaction product. The product is: [O:30]1[C:29]2[CH:34]=[CH:35][C:26]([C@@H:23]3[C:24](=[O:25])[N:20]([C@@H:11]([C@H:12]([C:14]4[CH:15]=[CH:16][CH:17]=[CH:18][CH:19]=4)[CH3:13])[C:10]([NH:9][C:38]4[S:39][CH:40]=[C:41]([CH:43]([OH:46])[CH2:44][CH3:45])[N:42]=4)=[O:37])[C:21](=[O:36])[NH:22]3)=[CH:27][C:28]=2[O:33][CH2:32][CH2:31]1. (6) Given the reactants Br[C:2]1[CH:3]=[CH:4][C:5]2[S:9][C:8]([N:10]3[CH2:15][CH2:14][N:13]([CH:16]([CH3:18])[CH3:17])[CH2:12][CH2:11]3)=[N:7][C:6]=2[CH:19]=1.[Li]CCCC.CN([CH:28]=[O:29])C, predict the reaction product. The product is: [CH:16]([N:13]1[CH2:14][CH2:15][N:10]([C:8]2[S:9][C:5]3[CH:4]=[CH:3][C:2]([CH:28]=[O:29])=[CH:19][C:6]=3[N:7]=2)[CH2:11][CH2:12]1)([CH3:18])[CH3:17]. (7) Given the reactants Cl.[NH:2]1[C:6]2[CH:7]=[CH:8][CH:9]=[CH:10][C:5]=2[N:4]=[C:3]1[C@H:11]([NH2:21])[CH2:12][C:13]1[CH:18]=[CH:17][C:16]([O:19][CH3:20])=[CH:15][CH:14]=1.[CH:22]1([NH2:32])[C:31]2[C:26](=[CH:27][CH:28]=[CH:29][CH:30]=2)[CH2:25][CH2:24][CH2:23]1.[C:33](O)(C(F)(F)F)=[O:34], predict the reaction product. The product is: [NH:2]1[C:6]2[CH:7]=[CH:8][CH:9]=[CH:10][C:5]=2[N:4]=[C:3]1[C@H:11]([NH:21][C:33]([NH:32][CH:22]1[C:31]2[C:26](=[CH:27][CH:28]=[CH:29][CH:30]=2)[CH2:25][CH2:24][CH2:23]1)=[O:34])[CH2:12][C:13]1[CH:18]=[CH:17][C:16]([O:19][CH3:20])=[CH:15][CH:14]=1. (8) Given the reactants CC1(C)C(C)(C)OB([C:9]2[CH2:10][CH2:11][N:12]([C:15]([O:17][C:18]([CH3:21])([CH3:20])[CH3:19])=[O:16])[CH2:13][CH:14]=2)O1.C(P(C(C)(C)C)C1C=CC(N(C)C)=CC=1)(C)(C)C.[C:41]([O:45][C:46]([N:48]([C:60]([O:62][C:63]([CH3:66])([CH3:65])[CH3:64])=[O:61])[C:49]1[C:50]([C:56]([O:58][CH3:59])=[O:57])=[N:51][C:52](Br)=[CH:53][N:54]=1)=[O:47])([CH3:44])([CH3:43])[CH3:42].C([O-])([O-])=O.[Na+].[Na+], predict the reaction product. The product is: [C:63]([O:62][C:60]([N:48]([C:46]([O:45][C:41]([CH3:44])([CH3:43])[CH3:42])=[O:47])[C:49]1[C:50]([C:56]([O:58][CH3:59])=[O:57])=[N:51][C:52]([C:9]2[CH2:10][CH2:11][N:12]([C:15]([O:17][C:18]([CH3:19])([CH3:20])[CH3:21])=[O:16])[CH2:13][CH:14]=2)=[CH:53][N:54]=1)=[O:61])([CH3:66])([CH3:65])[CH3:64]. (9) Given the reactants [Br:1][C:2]1[CH:15]=[CH:14][C:5]2[NH:6][C:7](=S)[C:8]3([CH2:11][NH:12][C:4]=2[CH:3]=1)[CH2:10][CH2:9]3.[C:16]([NH:19][NH2:20])(=O)[CH3:17], predict the reaction product. The product is: [Br:1][C:2]1[CH:15]=[CH:14][C:5]2[N:6]3[C:16]([CH3:17])=[N:19][N:20]=[C:7]3[C:8]3([CH2:10][CH2:9]3)[CH2:11][NH:12][C:4]=2[CH:3]=1. (10) Given the reactants [I-].[CH:2]([P+](C1C=CC=CC=1)(C1C=CC=CC=1)C1C=CC=CC=1)([CH3:4])[CH3:3].[CH3:24][C:25]1[CH:26]=[C:27]([CH:35]=[CH:36][CH:37]=1)[CH:28]=[CH:29][C:30]([O:32][CH2:33][CH3:34])=[O:31], predict the reaction product. The product is: [CH3:3][C:2]1([CH3:4])[C@@H:28]([C:27]2[CH:26]=[C:25]([CH3:24])[CH:37]=[CH:36][CH:35]=2)[C@@H:29]1[C:30]([O:32][CH2:33][CH3:34])=[O:31].